This data is from Peptide-MHC class II binding affinity with 134,281 pairs from IEDB. The task is: Regression. Given a peptide amino acid sequence and an MHC pseudo amino acid sequence, predict their binding affinity value. This is MHC class II binding data. (1) The peptide sequence is MMIARFKMFPEVKEKGMAAL. The MHC is HLA-DQA10301-DQB10302 with pseudo-sequence HLA-DQA10301-DQB10302. The binding affinity (normalized) is 0. (2) The peptide sequence is AINIFNVEKYGAVGD. The MHC is HLA-DQA10102-DQB10602 with pseudo-sequence HLA-DQA10102-DQB10602. The binding affinity (normalized) is 0.400.